Dataset: Reaction yield outcomes from USPTO patents with 853,638 reactions. Task: Predict the reaction yield, written as a fraction of the theoretical maximum amount of product (1.0 means a 100% yield; for example, 0.34 means a 34% yield). (1) The reactants are [C:1]([O:5][C:6]([NH:8][CH:9]([C:13]1[CH:18]=[CH:17][C:16]([Cl:19])=[CH:15][CH:14]=1)[C:10]([OH:12])=[O:11])=[O:7])([CH3:4])([CH3:3])[CH3:2].C(=NC1CCCCC1)=NC1CCCCC1.N1(O)C2C=CC=CC=2N=N1.[N:45]12[CH2:52][CH2:51][CH:48]([CH2:49][CH2:50]1)[C@@H:47](O)[CH2:46]2. The catalyst is C1COCC1. The product is [C:1]([O:5][C:6]([NH:8][CH:9]([C:13]1[CH:18]=[CH:17][C:16]([Cl:19])=[CH:15][CH:14]=1)[C:10]([O:12][C@@H:47]1[CH:48]2[CH2:51][CH2:52][N:45]([CH2:50][CH2:49]2)[CH2:46]1)=[O:11])=[O:7])([CH3:4])([CH3:2])[CH3:3]. The yield is 0.440. (2) The reactants are C([O:3][C:4](=[O:43])[CH:5](C)[CH2:6][NH:7][C:8](=[O:41])[C:9]1[CH:14]=[CH:13][C:12]([O:15][CH:16]([C:24]2[CH:29]=[CH:28][C:27]([C:30]3[CH:35]=[CH:34][C:33]([C:36]([F:39])([F:38])[F:37])=[CH:32][CH:31]=3)=[CH:26][CH:25]=2)[CH2:17][CH:18]2[CH2:23][CH2:22][CH2:21][CH2:20][CH2:19]2)=[C:11](C)[CH:10]=1)C.[Li+].[OH-:45].Cl. The catalyst is C1COCC1. The product is [CH:18]1([CH2:17][CH:16]([C:24]2[CH:25]=[CH:26][C:27]([C:30]3[CH:35]=[CH:34][C:33]([C:36]([F:38])([F:37])[F:39])=[CH:32][CH:31]=3)=[CH:28][CH:29]=2)[O:15][C:12]2[CH:13]=[CH:14][C:9]([C:8]([NH:7][CH2:6][CH:5]([OH:45])[C:4]([OH:3])=[O:43])=[O:41])=[CH:10][CH:11]=2)[CH2:23][CH2:22][CH2:21][CH2:20][CH2:19]1. The yield is 0.870. (3) The reactants are Br[CH2:2][C:3]1[CH:8]=[CH:7][C:6]([C:9]2[CH:13]=[C:12]([C:14]([NH2:16])=[O:15])[O:11][N:10]=2)=[CH:5][CH:4]=1.[CH:17]([C:20]1[CH:25]=[CH:24][CH:23]=[CH:22][C:21]=1[OH:26])([CH3:19])[CH3:18].C([O-])([O-])=O.[K+].[K+]. The catalyst is CC#N. The product is [CH:17]([C:20]1[CH:25]=[CH:24][CH:23]=[CH:22][C:21]=1[O:26][CH2:2][C:3]1[CH:8]=[CH:7][C:6]([C:9]2[CH:13]=[C:12]([C:14]([NH2:16])=[O:15])[O:11][N:10]=2)=[CH:5][CH:4]=1)([CH3:19])[CH3:18]. The yield is 0.780. (4) The reactants are [CH2:1]([C:5]1[CH:13]=[CH:12][C:8]([CH:9]=[N:10][OH:11])=[CH:7][CH:6]=1)[CH:2]([CH3:4])[CH3:3].[Cl:14]N1C(=O)CCC1=O. The catalyst is CN(C)C=O. The product is [OH:11][N:10]=[C:9]([Cl:14])[C:8]1[CH:7]=[CH:6][C:5]([CH2:1][CH:2]([CH3:4])[CH3:3])=[CH:13][CH:12]=1. The yield is 1.00.